Task: Predict the product of the given reaction.. Dataset: Forward reaction prediction with 1.9M reactions from USPTO patents (1976-2016) (1) Given the reactants [Cl:1][C:2]1[C:3](=[O:10])[N:4]([CH3:9])[N:5]=[CH:6][C:7]=1Cl.[CH3:11][C:12]1[NH:13][CH:14]=[CH:15][N:16]=1, predict the reaction product. The product is: [Cl:1][C:2]1[C:3](=[O:10])[N:4]([CH3:9])[N:5]=[CH:6][C:7]=1[N:13]1[CH:14]=[CH:15][N:16]=[C:12]1[CH3:11]. (2) Given the reactants Br[C:2]1[CH:17]=[C:16]([Cl:18])[CH:15]=[CH:14][C:3]=1[C:4]([NH:6][C:7](=[O:13])[O:8][C:9]([CH3:12])([CH3:11])[CH3:10])=O.[CH3:19][C:20]1(C)[C:24](C)(C)[O:23]B(B2O[C:20](C)([CH3:19])[C:24](C)(C)[O:23]2)O1.CC([O-])=O.[K+].C(Cl)Cl.B([O-])[O-].B(O)O.ClCO[C:54]1[N:59]=CC=C[N:55]=1.C([O-])([O-])=O.[Na+].[Na+], predict the reaction product. The product is: [Cl:18][C:16]1[CH:15]=[CH:14][C:3]([CH2:4][NH:6][C:7](=[O:13])[O:8][C:9]([CH3:12])([CH3:11])[CH3:10])=[C:2]([C:19]2[CH:20]=[C:24]([OH:23])[N:59]=[CH:54][N:55]=2)[CH:17]=1. (3) Given the reactants Br[C:2]1[CH:3]=[CH:4][C:5]2[CH2:10][O:9][C:8]([CH3:12])([CH3:11])[O:7][C:6]=2[CH:13]=1.[C:14]([O:18][CH2:19][CH3:20])(=[O:17])[CH:15]=[CH2:16].C(N(CC)CC)C, predict the reaction product. The product is: [CH3:11][C:8]1([CH3:12])[O:7][C:6]2[CH:13]=[C:2](/[CH:16]=[CH:15]/[C:14]([O:18][CH2:19][CH3:20])=[O:17])[CH:3]=[CH:4][C:5]=2[CH2:10][O:9]1. (4) The product is: [C:2]12([NH:15][C:14](=[O:18])[CH2:13][Cl:12])[CH2:11][CH:6]3[CH2:7][CH:8]([CH2:10][CH:4]([CH2:5]3)[CH2:3]1)[CH2:9]2. Given the reactants O[C:2]12[CH2:11][CH:6]3[CH2:7][CH:8]([CH2:10][CH:4]([CH2:5]3)[CH2:3]1)[CH2:9]2.[Cl:12][CH2:13][C:14]#[N:15].C(O)(=[O:18])C.S(=O)(=O)(O)O, predict the reaction product. (5) Given the reactants C[N:2](C)[CH:3]=[CH:4][C:5]([C:7]1[CH:12]=[CH:11][CH:10]=[C:9]([OH:13])[CH:8]=1)=[O:6].Cl.NO, predict the reaction product. The product is: [O:6]1[C:5]([C:7]2[CH:8]=[C:9]([OH:13])[CH:10]=[CH:11][CH:12]=2)=[CH:4][CH:3]=[N:2]1.